From a dataset of Full USPTO retrosynthesis dataset with 1.9M reactions from patents (1976-2016). Predict the reactants needed to synthesize the given product. (1) Given the product [F:27][C:28]1[CH:33]=[C:32]([F:34])[CH:31]=[CH:30][C:29]=1[S:35]([NH:1][C:2]1[CH:7]=[N:6][CH:5]=[C:4]([C:8]2[S:12][C:11]([C:13]3[CH:14]=[C:15]4[C:19](=[CH:20][CH:21]=3)[C:18](=[O:22])[N:17]([CH2:23][CH2:24][CH2:25][OH:26])[CH2:16]4)=[CH:10][CH:9]=2)[CH:3]=1)(=[O:37])=[O:36], predict the reactants needed to synthesize it. The reactants are: [NH2:1][C:2]1[CH:3]=[C:4]([C:8]2[S:12][C:11]([C:13]3[CH:14]=[C:15]4[C:19](=[CH:20][CH:21]=3)[C:18](=[O:22])[N:17]([CH2:23][CH2:24][CH2:25][OH:26])[CH2:16]4)=[CH:10][CH:9]=2)[CH:5]=[N:6][CH:7]=1.[F:27][C:28]1[CH:33]=[C:32]([F:34])[CH:31]=[CH:30][C:29]=1[S:35](Cl)(=[O:37])=[O:36]. (2) The reactants are: [H-].[Na+].[OH:3][CH2:4][CH2:5][NH:6][C:7](=[O:9])[CH3:8].[CH2:10]([C@H:17]1[N:22]([C:23]([C:25]2[N:26]=[CH:27][N:28]([CH:36]3[CH2:43][CH2:42][CH2:41][CH2:40][C:37]43[O:39][CH2:38]4)[C:29]=2[C:30]2[CH:35]=[CH:34][CH:33]=[CH:32][CH:31]=2)=[O:24])[CH2:21][CH2:20][N:19]([C:44]([O:46][C:47]([CH3:50])([CH3:49])[CH3:48])=[O:45])[CH2:18]1)[C:11]1[CH:16]=[CH:15][CH:14]=[CH:13][CH:12]=1.C(=O)(O)[O-].[Na+]. Given the product [C:7]([NH:6][CH2:5][CH2:4][O:3][CH2:38][C:37]1([OH:39])[CH2:40][CH2:41][CH2:42][CH2:43][CH:36]1[N:28]1[C:29]([C:30]2[CH:31]=[CH:32][CH:33]=[CH:34][CH:35]=2)=[C:25]([C:23]([N:22]2[CH2:21][CH2:20][N:19]([C:44]([O:46][C:47]([CH3:48])([CH3:49])[CH3:50])=[O:45])[CH2:18][C@H:17]2[CH2:10][C:11]2[CH:12]=[CH:13][CH:14]=[CH:15][CH:16]=2)=[O:24])[N:26]=[CH:27]1)(=[O:9])[CH3:8], predict the reactants needed to synthesize it. (3) Given the product [O:68]1[CH2:69][CH2:70][CH2:71][CH2:72][CH:67]1[O:66][C:63]1[CH:64]=[CH:65][C:60]([C:57]2[N:56]=[CH:55][C:54]([N:73]3[CH2:78][CH2:77][CH:76]([C:79]([O:81][CH2:82][CH3:83])=[O:80])[CH2:75][CH2:74]3)=[CH:59][N:58]=2)=[CH:61][CH:62]=1, predict the reactants needed to synthesize it. The reactants are: C(=O)([O-])[O-].[Cs+].[Cs+].C1(P(C2C=CC=CC=2)C2C=CC3C(=CC=CC=3)C=2C2C3C(=CC=CC=3)C=CC=2P(C2C=CC=CC=2)C2C=CC=CC=2)C=CC=CC=1.Br[C:54]1[CH:55]=[N:56][C:57]([C:60]2[CH:65]=[CH:64][C:63]([O:66][CH:67]3[CH2:72][CH2:71][CH2:70][CH2:69][O:68]3)=[CH:62][CH:61]=2)=[N:58][CH:59]=1.[NH:73]1[CH2:78][CH2:77][CH:76]([C:79]([O:81][CH2:82][CH3:83])=[O:80])[CH2:75][CH2:74]1. (4) Given the product [CH3:35][CH:36]([CH3:72])[C@H:37]([N:42]1[CH2:50][C:49]2[C:44](=[CH:45][C:46]([C:51]3[CH:52]=[CH:53][C:54]([NH:57][C:58]([NH:60][C:61]4[CH:66]=[CH:65][CH:64]=[C:63]([C:67]([F:69])([F:70])[F:68])[CH:62]=4)=[S:59])=[CH:55][CH:56]=3)=[CH:47][CH:48]=2)[C:43]1=[O:71])[C:38]([OH:40])=[O:39], predict the reactants needed to synthesize it. The reactants are: FC1C=CC=CC=1NC(=S)NC1C=CC(C2C=C3C(CN([C@@H](C(C)C)C(O)=O)C3=O)=CC=2)=CC=1.[CH3:35][CH:36]([CH3:72])[C@H:37]([N:42]1[CH2:50][C:49]2[C:44](=[CH:45][C:46]([C:51]3[CH:56]=[CH:55][C:54]([NH:57][C:58]([NH:60][C:61]4[CH:66]=[CH:65][CH:64]=[C:63]([C:67]([F:70])([F:69])[F:68])[CH:62]=4)=[S:59])=[CH:53][CH:52]=3)=[CH:47][CH:48]=2)[C:43]1=[O:71])[C:38]([O:40]C)=[O:39]. (5) Given the product [CH2:14]1[CH:4]2[CH2:5][NH:6][C:2](=[O:1])[CH:3]2[CH2:16][O:15]1, predict the reactants needed to synthesize it. The reactants are: [O:1]=[C:2]1[N:6](C(OC(C)(C)C)=O)[CH2:5][CH:4]2[CH2:14][O:15][CH2:16][CH:3]12. (6) Given the product [CH:1]([O:4][C:5]1[CH:6]=[C:7]([C:15]2[N:19]=[CH:18][N:17](/[CH:20]=[CH:21]\[C:22]3[O:23][CH:26]=[N:25][N:24]=3)[N:16]=2)[CH:8]=[C:9]([C:11]([F:13])([F:14])[F:12])[CH:10]=1)([CH3:3])[CH3:2], predict the reactants needed to synthesize it. The reactants are: [CH:1]([O:4][C:5]1[CH:6]=[C:7]([C:15]2[N:19]=[CH:18][N:17](/[CH:20]=[CH:21]\[C:22]([NH:24][NH2:25])=[O:23])[N:16]=2)[CH:8]=[C:9]([C:11]([F:14])([F:13])[F:12])[CH:10]=1)([CH3:3])[CH3:2].[CH3:26]OC(OC)OC.CS(O)(=O)=O.CCOC(C)=O.CCCCCC.